From a dataset of Forward reaction prediction with 1.9M reactions from USPTO patents (1976-2016). Predict the product of the given reaction. Given the reactants [C:1]([C@:5]1([CH3:34])[C@@H:18]2[C@@:9]3([CH2:20][CH2:19][C@:16]4([CH2:17]2)[C@@:11]25[C:27]6[C:22](=[CH:23][CH:24]=[C:25]([OH:29])[C:26]=6[O:28][C@@H:10]32)[CH2:21][C@H:15]4[N:14]([CH2:30][CH:31]2C[CH2:32]2)[CH2:13][CH2:12]5)[O:8][CH2:7][O:6]1)([CH3:4])([CH3:3])[CH3:2].C(N1CC[C@@]23C4C5C[C@@H]1[C@H]2C[C@H]([C@](O)(C(C)(C)C)C)[C@H](O)[C@@H]3OC=4C(O)=C1CCC1=5)C=C.C1(CN2CC[C@@]34C5C6C[C@@H]2[C@H]3C[C@H]([C@](O)(C(C)(C)C)C)[C@H](O)[C@@H]4OC=5C(O)=C2CCC2=6)CC1, predict the reaction product. The product is: [CH2:30]([N:14]1[CH2:13][CH2:12][C@@:11]23[C:27]4[C:22]5[CH2:21][C@@H:15]1[C@:16]12[CH2:19][CH2:20][C@:9]2([O:8][CH2:7][O:6][C@@:5]([C:1]([CH3:4])([CH3:3])[CH3:2])([CH3:34])[C@H:18]2[CH2:17]1)[C@@H:10]3[O:28][C:26]=4[C:25]([OH:29])=[CH:24][CH:23]=5)[CH:31]=[CH2:32].